From a dataset of Full USPTO retrosynthesis dataset with 1.9M reactions from patents (1976-2016). Predict the reactants needed to synthesize the given product. (1) Given the product [S:7]1[CH:8]=[CH:9][CH:10]=[C:6]1[S:5][CH2:4][C:3]([NH:12][NH2:13])=[O:2], predict the reactants needed to synthesize it. The reactants are: C[O:2][C:3](=O)[CH2:4][S:5][C:6]1[S:7][CH:8]=[CH:9][CH:10]=1.[NH2:12][NH2:13]. (2) Given the product [Br:3][C:4]1[CH:24]=[C:7]2[NH:8][CH:9]([C:16]3[C:17]([CH3:23])=[N:18][N:19]([CH3:21])[CH:20]=3)[CH2:10][CH:11]([C:12]([F:13])([F:14])[F:15])[N:6]2[N:5]=1, predict the reactants needed to synthesize it. The reactants are: [BH4-].[Na+].[Br:3][C:4]1[CH:24]=[C:7]2[N:8]=[C:9]([C:16]3[C:17]([CH3:23])=[N:18][N:19]([CH2:21]C)[CH:20]=3)[CH:10]=[C:11]([C:12]([F:15])([F:14])[F:13])[N:6]2[N:5]=1.Cl. (3) Given the product [Br:26][C:27]1[CH:28]=[C:29]([C:30]2[N:2]=[C:1]([N:3]3[CH2:4][CH2:5][CH:6]([N:9]([CH:23]4[CH2:25][CH2:24]4)[C:10](=[O:22])[C:11]4[CH:12]=[CH:13][C:14]([C:17]5[O:21][CH:20]=[N:19][CH:18]=5)=[CH:15][CH:16]=4)[CH2:7][CH2:8]3)[O:33][N:32]=2)[CH:34]=[CH:35][CH:36]=1, predict the reactants needed to synthesize it. The reactants are: [C:1]([N:3]1[CH2:8][CH2:7][CH:6]([N:9]([CH:23]2[CH2:25][CH2:24]2)[C:10](=[O:22])[C:11]2[CH:16]=[CH:15][C:14]([C:17]3[O:21][CH:20]=[N:19][CH:18]=3)=[CH:13][CH:12]=2)[CH2:5][CH2:4]1)#[N:2].[Br:26][C:27]1[CH:28]=[C:29]([CH:34]=[CH:35][CH:36]=1)[C:30]([NH:32][OH:33])=N. (4) Given the product [F:33][C:32]([F:34])([F:35])[C:31]([C:28]1[CH:27]=[CH:26][C:25]([N:15]2[CH2:14][CH2:13][N:12]([S:16]([C:19]3[S:20][CH:21]=[CH:22][CH:23]=3)(=[O:17])=[O:18])[CH2:11][CH:10]2[CH2:9][C:7]2[CH:6]=[CH:5][CH:4]=[C:3]([O:2][CH3:1])[N:8]=2)=[CH:30][CH:29]=1)([OH:40])[C:36]([F:37])([F:39])[F:38], predict the reactants needed to synthesize it. The reactants are: [CH3:1][O:2][C:3]1[N:8]=[C:7]([CH2:9][CH:10]2[NH:15][CH2:14][CH2:13][N:12]([S:16]([C:19]3[S:20][CH:21]=[CH:22][CH:23]=3)(=[O:18])=[O:17])[CH2:11]2)[CH:6]=[CH:5][CH:4]=1.Br[C:25]1[CH:30]=[CH:29][C:28]([C:31]([OH:40])([C:36]([F:39])([F:38])[F:37])[C:32]([F:35])([F:34])[F:33])=[CH:27][CH:26]=1.CC(C)([O-])C.[Na+]. (5) Given the product [C:31]([O:35][C:36](=[O:45])[CH2:37][CH2:38][N:39]1[CH:43]=[CH:42][C:41]([NH:44][C:8](=[O:9])[C@@H:7]([N:11]2[CH2:19][C:18]3[C:13](=[CH:14][CH:15]=[CH:16][C:17]=3[C:20]([F:22])([F:21])[F:23])[C:12]2=[O:24])[CH2:6][CH:1]2[CH2:2][CH2:3][CH2:4][CH2:5]2)=[N:40]1)([CH3:34])([CH3:32])[CH3:33], predict the reactants needed to synthesize it. The reactants are: [CH:1]1([CH2:6][C@H:7]([N:11]2[CH2:19][C:18]3[C:13](=[CH:14][CH:15]=[CH:16][C:17]=3[C:20]([F:23])([F:22])[F:21])[C:12]2=[O:24])[C:8](O)=[O:9])[CH2:5][CH2:4][CH2:3][CH2:2]1.C(Cl)(=O)C(Cl)=O.[C:31]([O:35][C:36](=[O:45])[CH2:37][CH2:38][N:39]1[CH:43]=[CH:42][C:41]([NH2:44])=[N:40]1)([CH3:34])([CH3:33])[CH3:32].N1C(C)=CC=CC=1C. (6) The reactants are: [F:1][C:2]([F:26])([F:25])[C:3]1[CH:24]=[CH:23][CH:22]=[CH:21][C:4]=1[O:5][CH:6]1[CH2:11][CH2:10][N:9]([C:12]2[S:13][C:14]([S:17](Cl)(=[O:19])=[O:18])=[CH:15][N:16]=2)[CH2:8][CH2:7]1.[NH3:27]. Given the product [F:1][C:2]([F:26])([F:25])[C:3]1[CH:24]=[CH:23][CH:22]=[CH:21][C:4]=1[O:5][CH:6]1[CH2:11][CH2:10][N:9]([C:12]2[S:13][C:14]([S:17]([NH2:27])(=[O:19])=[O:18])=[CH:15][N:16]=2)[CH2:8][CH2:7]1, predict the reactants needed to synthesize it. (7) Given the product [OH:22][C@H:3]1[C@H:2]([O:1][CH3:23])[C:11]2[CH:10]=[CH:9][N:8]3[CH:12]=[C:13]([CH3:15])[N:14]=[C:7]3[C:6]=2[NH:5][C@@H:4]1[C:16]1[CH:21]=[CH:20][CH:19]=[CH:18][CH:17]=1, predict the reactants needed to synthesize it. The reactants are: [OH:1][C@H:2]1[C:11]2[CH:10]=[CH:9][N:8]3[CH:12]=[C:13]([CH3:15])[N:14]=[C:7]3[C:6]=2[NH:5][C@H:4]([C:16]2[CH:21]=[CH:20][CH:19]=[CH:18][CH:17]=2)[C@H:3]1[OH:22].[C:23]1(C)C=CC(S(O)(=O)=O)=CC=1.CC(C)=O. (8) Given the product [C:1]1([S:7]([N:10]2[C:18]3[C:13](=[CH:14][C:15]([C:22]#[N:23])=[CH:16][C:17]=3[F:19])[CH:12]=[C:11]2[CH3:21])(=[O:9])=[O:8])[CH:6]=[CH:5][CH:4]=[CH:3][CH:2]=1, predict the reactants needed to synthesize it. The reactants are: [C:1]1([S:7]([N:10]2[C:18]3[C:13](=[CH:14][C:15](Br)=[CH:16][C:17]=3[F:19])[CH:12]=[C:11]2[CH3:21])(=[O:9])=[O:8])[CH:6]=[CH:5][CH:4]=[CH:3][CH:2]=1.[C:22]([Cu])#[N:23]. (9) Given the product [CH2:13]1[C:12]2[CH:25]=[CH:26][C:9]([C:6]3[CH:7]=[CH:8][C:3]([C:1]#[N:2])=[CH:4][CH:5]=3)=[CH:10][C:11]=2[CH2:17][CH2:16][NH:15][CH2:14]1, predict the reactants needed to synthesize it. The reactants are: [C:1]([C:3]1[CH:8]=[CH:7][C:6]([C:9]2[CH:26]=[CH:25][C:12]3[CH2:13][CH2:14][N:15](C(OC(C)(C)C)=O)[CH2:16][CH2:17][C:11]=3[CH:10]=2)=[CH:5][CH:4]=1)#[N:2].Cl. (10) Given the product [OH:27][C@H:24]([CH2:25][OH:26])[CH2:23][O:22][C:17]1[CH:18]=[CH:19][CH:20]=[CH:21][C:16]=1[CH2:15][CH2:14][CH2:13][CH2:12][NH2:11], predict the reactants needed to synthesize it. The reactants are: C([NH:11][CH2:12][CH2:13][CH2:14][CH2:15][C:16]1[CH:21]=[CH:20][CH:19]=[CH:18][C:17]=1[O:22][CH2:23][C@H:24]([OH:27])[CH2:25][OH:26])(OCC1C=CC=CC=1)=O.